Dataset: Full USPTO retrosynthesis dataset with 1.9M reactions from patents (1976-2016). Task: Predict the reactants needed to synthesize the given product. (1) Given the product [CH2:17]([O:16][C:14]([N:2]1[CH2:5][CH:4]([OH:6])[CH2:3]1)=[O:15])[C:18]1[CH:23]=[CH:22][CH:21]=[CH:20][CH:19]=1, predict the reactants needed to synthesize it. The reactants are: Cl.[NH:2]1[CH2:5][CH:4]([OH:6])[CH2:3]1.C([O-])([O-])=O.[K+].[K+].Cl[C:14]([O:16][CH2:17][C:18]1[CH:23]=[CH:22][CH:21]=[CH:20][CH:19]=1)=[O:15]. (2) Given the product [I:1][C:2]1[CH:12]=[CH:11][CH:10]=[C:4]([C:5]([N:15]([CH2:16][CH3:17])[CH2:13][CH3:14])=[O:6])[C:3]=1[C:8]([OH:7])=[O:9], predict the reactants needed to synthesize it. The reactants are: [I:1][C:2]1[CH:12]=[CH:11][CH:10]=[C:4]2[C:5]([O:7][C:8](=[O:9])[C:3]=12)=[O:6].[CH2:13]([NH:15][CH2:16][CH3:17])[CH3:14].